This data is from NCI-60 drug combinations with 297,098 pairs across 59 cell lines. The task is: Regression. Given two drug SMILES strings and cell line genomic features, predict the synergy score measuring deviation from expected non-interaction effect. Drug 1: CC1CCC2CC(C(=CC=CC=CC(CC(C(=O)C(C(C(=CC(C(=O)CC(OC(=O)C3CCCCN3C(=O)C(=O)C1(O2)O)C(C)CC4CCC(C(C4)OC)OP(=O)(C)C)C)C)O)OC)C)C)C)OC. Drug 2: C1CCC(C(C1)[NH-])[NH-].C(=O)(C(=O)[O-])[O-].[Pt+4]. Cell line: OVCAR3. Synergy scores: CSS=22.6, Synergy_ZIP=-4.92, Synergy_Bliss=0.751, Synergy_Loewe=4.28, Synergy_HSA=6.10.